Task: Predict the product of the given reaction.. Dataset: Forward reaction prediction with 1.9M reactions from USPTO patents (1976-2016) (1) Given the reactants I[C:2]1[C:10]2[C:5](=[N:6][CH:7]=[N:8][C:9]=2[NH2:11])[NH:4][N:3]=1.[F:12][C:13]1[CH:18]=[CH:17][C:16](B(O)O)=[CH:15][C:14]=1[O:22][CH3:23].C(=O)([O-])[O-].[Na+].[Na+].ClCCl, predict the reaction product. The product is: [F:12][C:13]1[CH:18]=[CH:17][C:16]([C:2]2[C:10]3[C:5](=[N:6][CH:7]=[N:8][C:9]=3[NH2:11])[NH:4][N:3]=2)=[CH:15][C:14]=1[O:22][CH3:23]. (2) Given the reactants [Br:1][C:2]1[CH:3]=[C:4]2[C:8](=[CH:9][CH:10]=1)[NH:7][N:6]=[CH:5]2.[H-].[Na+].I[CH3:14].Cl, predict the reaction product. The product is: [Br:1][C:2]1[CH:3]=[C:4]2[C:8](=[CH:9][CH:10]=1)[N:7]([CH3:14])[N:6]=[CH:5]2. (3) Given the reactants N1C=CC=CC=1.[CH2:7]([O:14][N:15]1[C:21](=[O:22])[N:20]2[CH2:23][C@H:16]1[CH2:17][CH2:18][C@H:19]2[C:24]([NH:26][NH:27][C:28](=O)[CH2:29][C:30]1([NH:33][C:34](=[O:40])[O:35][C:36]([CH3:39])([CH3:38])[CH3:37])[CH2:32][CH2:31]1)=[O:25])[C:8]1[CH:13]=[CH:12][CH:11]=[CH:10][CH:9]=1.O(S(C(F)(F)F)(=O)=O)S(C(F)(F)F)(=O)=O.C([O-])(O)=O.[Na+], predict the reaction product. The product is: [CH2:7]([O:14][N:15]1[C:21](=[O:22])[N:20]2[CH2:23][C@H:16]1[CH2:17][CH2:18][C@H:19]2[C:24]1[O:25][C:28]([CH2:29][C:30]2([NH:33][C:34](=[O:40])[O:35][C:36]([CH3:37])([CH3:38])[CH3:39])[CH2:32][CH2:31]2)=[N:27][N:26]=1)[C:8]1[CH:13]=[CH:12][CH:11]=[CH:10][CH:9]=1. (4) Given the reactants C(N(CC)CC)C.Cl.[CH2:9]([O:16][C:17](=[O:27])[NH:18][C@H:19]1[CH2:24][CH2:23][C@H:22]([NH:25][NH2:26])[CH2:21][CH2:20]1)[C:10]1[CH:15]=[CH:14][CH:13]=[CH:12][CH:11]=1.[CH2:28]([O:30][C:31](=[O:40])[C:32](=[CH:36]N(C)C)[C:33](=O)[CH3:34])[CH3:29], predict the reaction product. The product is: [CH2:28]([O:30][C:31]([C:32]1[CH:36]=[N:26][N:25]([C@H:22]2[CH2:23][CH2:24][C@H:19]([NH:18][C:17]([O:16][CH2:9][C:10]3[CH:11]=[CH:12][CH:13]=[CH:14][CH:15]=3)=[O:27])[CH2:20][CH2:21]2)[C:33]=1[CH3:34])=[O:40])[CH3:29]. (5) Given the reactants [C:1]([O:5][C:6](=[O:19])[NH:7][CH2:8][C:9]1[CH:14]=[CH:13][C:12]([Cl:15])=[C:11]([N:16]=[C:17]=S)[CH:10]=1)([CH3:4])([CH3:3])[CH3:2].[Cl:20][C:21]1[CH:22]=[C:23]([NH2:37])[C:24]([NH2:36])=[CH:25][C:26]=1[N:27]1[CH2:31][CH2:30][CH2:29][CH:28]1[CH2:32][N:33]([CH3:35])[CH3:34], predict the reaction product. The product is: [C:1]([O:5][C:6](=[O:19])[NH:7][CH2:8][C:9]1[CH:14]=[CH:13][C:12]([Cl:15])=[C:11]([NH:16][C:17]2[NH:36][C:24]3[CH:25]=[C:26]([N:27]4[CH2:31][CH2:30][CH2:29][CH:28]4[CH2:32][N:33]([CH3:35])[CH3:34])[C:21]([Cl:20])=[CH:22][C:23]=3[N:37]=2)[CH:10]=1)([CH3:4])([CH3:3])[CH3:2].